Dataset: Catalyst prediction with 721,799 reactions and 888 catalyst types from USPTO. Task: Predict which catalyst facilitates the given reaction. (1) Reactant: Cl.[CH3:2][N:3]1[CH2:7][CH2:6][C:5]2([CH2:12][CH2:11][CH2:10][NH:9][CH2:8]2)[C:4]1=[O:13].C(N(CC)CC)C.[Cl:21][C:22]1[CH:27]=[C:26]([C:28]([F:31])([F:30])[F:29])[CH:25]=[CH:24][C:23]=1[S:32](Cl)(=[O:34])=[O:33]. Product: [Cl:21][C:22]1[CH:27]=[C:26]([C:28]([F:30])([F:29])[F:31])[CH:25]=[CH:24][C:23]=1[S:32]([N:9]1[CH2:10][CH2:11][CH2:12][C:5]2([C:4](=[O:13])[N:3]([CH3:2])[CH2:7][CH2:6]2)[CH2:8]1)(=[O:34])=[O:33]. The catalyst class is: 4. (2) Reactant: [C:1]([O:5][C:6](=[O:17])[C:7]1[CH:12]=[CH:11][C:10]([CH3:13])=[C:9]([N+:14]([O-:16])=[O:15])[CH:8]=1)([CH3:4])([CH3:3])[CH3:2].C=O.C[C:21]([O-:24])(C)C.[K+]. The catalyst class is: 16. Product: [C:1]([O:5][C:6](=[O:17])[C:7]1[CH:12]=[CH:11][C:10]([CH2:13][CH2:21][OH:24])=[C:9]([N+:14]([O-:16])=[O:15])[CH:8]=1)([CH3:4])([CH3:2])[CH3:3].